Regression/Classification. Given a drug SMILES string, predict its absorption, distribution, metabolism, or excretion properties. Task type varies by dataset: regression for continuous measurements (e.g., permeability, clearance, half-life) or binary classification for categorical outcomes (e.g., BBB penetration, CYP inhibition). For this dataset (clearance_hepatocyte_az), we predict log10(clearance) (log10 of the in vitro intrinsic clearance, CLint, in uL/min per 10^6 hepatocytes; values are censored to the assay range of 3 to 150, which is 0.477 to 2.18 on this log10 scale). From a dataset of Hepatocyte clearance measurements from AstraZeneca. (1) The compound is CCC(=C(c1ccc(O)cc1)c1ccc(OCCN(C)C)cc1)c1ccccc1. The log10(clearance) is 1.75. (2) The molecule is Clc1cccc(-n2nnnc2NCc2ccccc2Oc2ccccn2)c1Cl. The log10(clearance) is 2.18. (3) The drug is C[C@@](C(=O)OC1CC[N+](C)(C)CC1)(c1ccccc1)C1CCCC1. The log10(clearance) is 2.11. (4) The log10(clearance) is 1.94. The compound is Cc1ccc2cc(C)c3nnc(SCC(=O)N4CCN(C(=O)c5ccco5)CC4)n3c2c1. (5) The compound is Nc1nc2ccc(-c3ccncc3)cc2s1. The log10(clearance) is 1.47. (6) The compound is COc1cc(-n2cnc3cc(-c4ccc(Cl)cc4)sc3c2=O)ccc1OC[C@H](O)C1CC1. The log10(clearance) is 0.990. (7) The drug is CCc1nc2cc(O)ccc2c(Oc2ccc(/C=C/C(=O)O)cc2)c1-c1ccccc1. The log10(clearance) is 2.01. (8) The molecule is O=C(O[C@H]1C[N+]2(CCCOc3ccccc3)CCC1CC2)C(O)(c1cccs1)c1cccs1. The log10(clearance) is 1.81. (9) The molecule is CO[C@H]1CC[C@]2(CC1)Cc1ccc(OCC(C)C)cc1C21N=C(C)C(N)=N1. The log10(clearance) is 0.860.